The task is: Regression. Given two drug SMILES strings and cell line genomic features, predict the synergy score measuring deviation from expected non-interaction effect.. This data is from NCI-60 drug combinations with 297,098 pairs across 59 cell lines. Drug 1: C1=CC(=CC=C1C#N)C(C2=CC=C(C=C2)C#N)N3C=NC=N3. Drug 2: CCN(CC)CCNC(=O)C1=C(NC(=C1C)C=C2C3=C(C=CC(=C3)F)NC2=O)C. Cell line: SW-620. Synergy scores: CSS=-2.84, Synergy_ZIP=1.83, Synergy_Bliss=0.200, Synergy_Loewe=-4.66, Synergy_HSA=-4.23.